This data is from Catalyst prediction with 721,799 reactions and 888 catalyst types from USPTO. The task is: Predict which catalyst facilitates the given reaction. (1) Reactant: [NH:1]1[CH:9]=[C:7]([CH3:8])[C:5](=[O:6])[NH:4][C:2]1=[O:3].[C:10]([O:14][C:15]([O:17][CH2:18][C@@:19]1([C:32]#[CH:33])[O:23][C@@H:22](OC(OC(C)(C)C)=O)[CH:21]=[CH:20]1)=[O:16])([CH3:13])([CH3:12])[CH3:11]. Product: [C:10]([O:14][C:15]([O:17][CH2:18][C@@:19]1([C:32]#[CH:33])[O:23][C@@H:22]([N:1]2[CH:9]=[C:7]([CH3:8])[C:5](=[O:6])[NH:4][C:2]2=[O:3])[CH:21]=[CH:20]1)=[O:16])([CH3:13])([CH3:12])[CH3:11]. The catalyst class is: 128. (2) Reactant: [C:1]([C:3]1[CH:8]=[CH:7][C:6]([S:9](Cl)(=[O:11])=[O:10])=[CH:5][CH:4]=1)#[N:2].Cl.[F:14][C:15]([F:32])([F:31])[C:16]1[CH:21]=[CH:20][C:19]([C:22]2[CH:23]=[C:24]3[C:28](=[CH:29][CH:30]=2)[NH:27][CH2:26][CH2:25]3)=[CH:18][CH:17]=1.C(N(CC)CC)C. Product: [F:32][C:15]([F:14])([F:31])[C:16]1[CH:17]=[CH:18][C:19]([C:22]2[CH:23]=[C:24]3[C:28](=[CH:29][CH:30]=2)[N:27]([S:9]([C:6]2[CH:7]=[CH:8][C:3]([C:1]#[N:2])=[CH:4][CH:5]=2)(=[O:11])=[O:10])[CH2:26][CH2:25]3)=[CH:20][CH:21]=1. The catalyst class is: 4. (3) Reactant: Cl.[Br:2][C:3]1[CH:8]=[CH:7][C:6]([NH:9]N)=[CH:5][CH:4]=1.[CH:11]1([CH:15]=O)[CH2:14][CH2:13][CH2:12]1. The catalyst class is: 52. Product: [Br:2][C:3]1[CH:8]=[C:7]2[C:6](=[CH:5][CH:4]=1)[N:9]=[CH:15][C:11]12[CH2:14][CH2:13][CH2:12]1. (4) Reactant: C([O:5][C:6](=O)[N:7]([CH2:9][C:10](=[O:29])[NH:11][C:12]1[CH:17]=[CH:16][C:15]([C:18]2[CH:23]=[CH:22][CH:21]=[CH:20][C:19]=2[S:24]([CH3:27])(=[O:26])=[O:25])=[CH:14][C:13]=1[F:28])[CH3:8])(C)(C)C.C(O)(C(F)(F)F)=O.C(N(CC)CC)C.[Cl:45][C:46]1[CH:51]=[CH:50][C:49]([N:52]=C=O)=[CH:48][CH:47]=1. Product: [Cl:45][C:46]1[CH:51]=[CH:50][C:49]([NH:52][C:6](=[O:5])[N:7]([CH2:9][C:10]([NH:11][C:12]2[CH:17]=[CH:16][C:15]([C:18]3[CH:23]=[CH:22][CH:21]=[CH:20][C:19]=3[S:24]([CH3:27])(=[O:25])=[O:26])=[CH:14][C:13]=2[F:28])=[O:29])[CH3:8])=[CH:48][CH:47]=1. The catalyst class is: 2. (5) Reactant: [NH:1]1[C:9]2[C:4](=[CH:5][CH:6]=[CH:7][CH:8]=2)[CH:3]=[C:2]1[C:10]([OH:12])=O.[CH3:13][C:14]([CH3:34])([CH3:33])[C@@H:15]([C:17]([N:19]1[CH2:24][C@@H:23]2[CH2:25][C@H:20]1[CH2:21][N:22]2[C:26]([O:28][C:29]([CH3:32])([CH3:31])[CH3:30])=[O:27])=[O:18])[NH2:16].C(Cl)CCl.C1C=CC2N(O)N=NC=2C=1.CN1CCOCC1. Product: [NH:1]1[C:9]2[C:4](=[CH:5][CH:6]=[CH:7][CH:8]=2)[CH:3]=[C:2]1[C:10]([NH:16][C@H:15]([C:17]([N:19]1[CH2:24][C@@H:23]2[CH2:25][C@H:20]1[CH2:21][N:22]2[C:26]([O:28][C:29]([CH3:32])([CH3:31])[CH3:30])=[O:27])=[O:18])[C:14]([CH3:34])([CH3:33])[CH3:13])=[O:12]. The catalyst class is: 2.